From a dataset of Peptide-MHC class II binding affinity with 134,281 pairs from IEDB. Regression. Given a peptide amino acid sequence and an MHC pseudo amino acid sequence, predict their binding affinity value. This is MHC class II binding data. (1) The peptide sequence is GGQSSFYTDWYQPSQ. The MHC is DRB1_0405 with pseudo-sequence DRB1_0405. The binding affinity (normalized) is 0.317. (2) The peptide sequence is GKWLDAKSTWYGKPT. The MHC is DRB1_0101 with pseudo-sequence DRB1_0101. The binding affinity (normalized) is 0.513. (3) The peptide sequence is AVFEAALTKAITAMS. The MHC is HLA-DQA10102-DQB10502 with pseudo-sequence HLA-DQA10102-DQB10502. The binding affinity (normalized) is 0.0502. (4) The peptide sequence is SQTTGNPSCPEGT. The MHC is DRB5_0101 with pseudo-sequence DRB5_0101. The binding affinity (normalized) is 0. (5) The peptide sequence is KKCDESVLTRLEAWLTE. The MHC is HLA-DQA10201-DQB10303 with pseudo-sequence HLA-DQA10201-DQB10303. The binding affinity (normalized) is 0.355. (6) The peptide sequence is KNTIVIPKGDFLTGP. The MHC is DRB1_1001 with pseudo-sequence DRB1_1001. The binding affinity (normalized) is 0.199. (7) The peptide sequence is SLINSMKTSFSSRLL. The MHC is DRB1_1501 with pseudo-sequence DRB1_1501. The binding affinity (normalized) is 0.804. (8) The peptide sequence is DIIFDIYFAILMMSC. The MHC is DRB1_0404 with pseudo-sequence DRB1_0404. The binding affinity (normalized) is 0. (9) The binding affinity (normalized) is 0.189. The MHC is DRB1_1602 with pseudo-sequence DRB1_1602. The peptide sequence is APQINFFYYLGEPIV.